This data is from Catalyst prediction with 721,799 reactions and 888 catalyst types from USPTO. The task is: Predict which catalyst facilitates the given reaction. (1) Reactant: Br.[NH2:2][C:3]([NH:5][C:6]([C:8]1[N:9]([CH3:27])[C:10]2[C:15]([CH:16]=1)=[C:14]([C:17]([F:20])([F:19])[F:18])[CH:13]=[C:12]([CH2:21][CH2:22][P:23](=[O:26])([OH:25])[OH:24])[CH:11]=2)=[O:7])=[NH:4].[OH-].[Na+].Cl. Product: [NH2:4][C:3]([NH:5][C:6]([C:8]1[N:9]([CH3:27])[C:10]2[C:15]([CH:16]=1)=[C:14]([C:17]([F:18])([F:19])[F:20])[CH:13]=[C:12]([CH2:21][CH2:22][P:23](=[O:24])([OH:26])[OH:25])[CH:11]=2)=[O:7])=[NH:2]. The catalyst class is: 6. (2) Reactant: Br[C:2]1[CH:3]=[CH:4][C:5]([N:16]2[CH2:20][CH2:19][CH:18]([CH3:21])[CH2:17]2)=[C:6](/[CH:8]=[C:9](\[CH3:15])/[C:10]([O:12][CH2:13][CH3:14])=[O:11])[CH:7]=1.[CH2:22]([O:26][CH2:27][CH2:28][O:29][C:30]1[CH:35]=[CH:34][C:33](OB(O)O)=[CH:32][CH:31]=1)[CH2:23][CH2:24][CH3:25].C(=O)([O-])[O-].[K+].[K+]. Product: [CH2:22]([O:26][CH2:27][CH2:28][O:29][C:30]1[CH:31]=[CH:32][C:33]([C:2]2[CH:3]=[CH:4][C:5]([N:16]3[CH2:20][CH2:19][CH:18]([CH3:21])[CH2:17]3)=[C:6](/[CH:8]=[C:9](\[CH3:15])/[C:10]([O:12][CH2:13][CH3:14])=[O:11])[CH:7]=2)=[CH:34][CH:35]=1)[CH2:23][CH2:24][CH3:25]. The catalyst class is: 460. (3) Reactant: [CH3:1][O:2][C:3]1[CH:11]=[CH:10][C:9]([C:12]2[CH:17]=[CH:16][CH:15]=[C:14]([C:18]([O:20]C)=[O:19])[CH:13]=2)=[CH:8][C:4]=1[C:5](O)=[O:6].[F:22][C:23]([F:33])([F:32])[C:24]1[CH:31]=[CH:30][C:27]([CH2:28][NH2:29])=[CH:26][CH:25]=1.C(P(=O)(OCC)[O:37]CC)#N.C(N(CC)CC)C.CN(C)[CH:53]=[O:54]. Product: [OH2:2].[C:28](#[N:29])[CH3:27].[F:22][C:23]([F:33])([F:32])[C:53]([OH:54])=[O:37].[CH3:1][O:2][C:3]1[CH:11]=[CH:10][C:9]([C:12]2[CH:13]=[C:14]([CH:15]=[CH:16][CH:17]=2)[C:18]([OH:20])=[O:19])=[CH:8][C:4]=1[C:5]([NH:29][CH2:28][C:27]1[CH:26]=[CH:25][C:24]([C:23]([F:22])([F:32])[F:33])=[CH:31][CH:30]=1)=[O:6]. The catalyst class is: 13.